From a dataset of Forward reaction prediction with 1.9M reactions from USPTO patents (1976-2016). Predict the product of the given reaction. (1) Given the reactants [NH2:1][C:2]1[C:3]([OH:12])=[CH:4][C:5]2[C:10]([CH:11]=1)=[CH:9][CH:8]=[CH:7][CH:6]=2.[H-].[Na+].[CH2:15](I)C.[OH-].[Na+], predict the reaction product. The product is: [CH3:15][O:12][C:3]1[C:2]([NH2:1])=[CH:11][C:10]2[C:5]([CH:4]=1)=[CH:6][CH:7]=[CH:8][CH:9]=2. (2) The product is: [C:39]1([C:53]2[CH:54]=[CH:55][CH:56]=[CH:57][CH:58]=2)[CH:40]=[CH:41][C:42]([CH2:45][N:11]([CH2:22][C:23]2[N:24]=[C:25]3[CH:30]=[CH:29][CH:28]=[C:27]([N:31]4[CH2:36][CH2:35][N:34]([CH3:37])[CH2:33][CH2:32]4)[N:26]3[CH:38]=2)[C@@H:12]2[C:21]3[N:20]=[CH:19][CH:18]=[CH:17][C:16]=3[CH2:15][CH2:14][CH2:13]2)=[CH:43][CH:44]=1. Given the reactants COC1C=CC([C@@H]([N:11]([CH2:22][C:23]2[N:24]=[C:25]3[CH:30]=[CH:29][CH:28]=[C:27]([N:31]4[CH2:36][CH2:35][N:34]([CH3:37])[CH2:33][CH2:32]4)[N:26]3[CH:38]=2)[C@@H:12]2[C:21]3[N:20]=[CH:19][CH:18]=[CH:17][C:16]=3[CH2:15][CH2:14][CH2:13]2)C)=CC=1.[C:39]1([C:53]2[CH:58]=[CH:57][CH:56]=[CH:55][CH:54]=2)[CH:44]=[CH:43][C:42]([C:45]2C(C=O)=CC=CC=2)=[CH:41][CH:40]=1, predict the reaction product. (3) Given the reactants [CH3:1][O:2][C:3]1[CH:4]=[C:5]([CH:9]=[CH:10][CH:11]=1)[CH2:6][CH2:7][NH2:8].[CH:12]1(I)[CH2:16][CH2:15][CH2:14][CH2:13]1, predict the reaction product. The product is: [CH3:1][O:2][C:3]1[CH:4]=[C:5]([CH:9]=[CH:10][CH:11]=1)[CH2:6][CH2:7][NH:8][CH:12]1[CH2:16][CH2:15][CH2:14][CH2:13]1. (4) Given the reactants [F:1][C:2]1[C:10]([OH:11])=[CH:9][CH:8]=[C:7]([CH3:12])[C:3]=1[C:4]([OH:6])=[O:5].[CH3:13][Si](C=[N+]=[N-])(C)C, predict the reaction product. The product is: [F:1][C:2]1[C:10]([OH:11])=[CH:9][CH:8]=[C:7]([CH3:12])[C:3]=1[C:4]([O:6][CH3:13])=[O:5]. (5) The product is: [F:26][C:23]1[CH:24]=[CH:25][C:20]([CH2:19][N:16]2[N:15]3[C:7](=[CH:8][C:9]4[C:14]3=[CH:13][C:12]([C:27]([F:28])([F:29])[F:30])=[CH:11][CH:10]=4)[C:6]([OH:31])=[C:5]([C:3]([NH:32][CH2:33][C:34]([OH:36])=[O:35])=[O:4])[C:17]2=[O:18])=[CH:21][CH:22]=1. Given the reactants CO[C:3]([C:5]1[C:17](=[O:18])[N:16]([CH2:19][C:20]2[CH:25]=[CH:24][C:23]([F:26])=[CH:22][CH:21]=2)[N:15]2[C:7](=[CH:8][C:9]3[C:14]2=[CH:13][C:12]([C:27]([F:30])([F:29])[F:28])=[CH:11][CH:10]=3)[C:6]=1[OH:31])=[O:4].[NH2:32][CH2:33][C:34]([O-:36])=[O:35].[Na+], predict the reaction product. (6) Given the reactants [CH3:1][O:2][CH2:3][CH2:4][NH2:5].[O:6]=[C:7]1[C:15]2[CH:14]=[C:13]([C:16]([O:18][CH3:19])=[O:17])[S:12][C:11]=2[C:10](=[O:20])[CH:9]=[CH:8]1, predict the reaction product. The product is: [CH3:1][O:2][CH2:3][CH2:4][NH:5][C:8]1[C:7](=[O:6])[C:15]2[CH:14]=[C:13]([C:16]([O:18][CH3:19])=[O:17])[S:12][C:11]=2[C:10](=[O:20])[CH:9]=1. (7) Given the reactants C[Si](C)(C)[C:3]#[C:4]/[CH:5]=[CH:6]\[C:7]1[CH:16]=[CH:15][C:14]2[C:9](=[CH:10][CH:11]=[CH:12][CH:13]=2)[N:8]=1.C(=O)([O-])[O-].[K+].[K+], predict the reaction product. The product is: [CH:6](/[C:7]1[CH:16]=[CH:15][C:14]2[C:9](=[CH:10][CH:11]=[CH:12][CH:13]=2)[N:8]=1)=[CH:5]/[C:4]#[CH:3]. (8) Given the reactants [CH3:1][O:2][C:3]1[CH:4]=[C:5]2[C:10](=[CH:11][C:12]=1[O:13][CH3:14])[C:9]1([CH2:19][CH2:18][C:17]([C:25]([O:27][CH2:28][CH3:29])=[O:26])([C:20]([O:22][CH2:23][CH3:24])=[O:21])[CH2:16][CH:15]1[CH:30]1[C:39]3[C:34](=[CH:35][C:36]([O:42][CH3:43])=[C:37]([O:40][CH3:41])[CH:38]=3)[CH2:33][CH2:32][N:31]1[CH2:44][CH3:45])[NH:8][CH2:7][CH2:6]2.Cl[C:47]([O:49][CH2:50][C:51]1[CH:56]=[CH:55][CH:54]=[CH:53][CH:52]=1)=[O:48], predict the reaction product. The product is: [CH2:50]([O:49][C:47]([N:8]1[CH2:7][CH2:6][C:5]2[C:10](=[CH:11][C:12]([O:13][CH3:14])=[C:3]([O:2][CH3:1])[CH:4]=2)[C:9]21[CH2:19][CH2:18][C:17]([C:20]([O:22][CH2:23][CH3:24])=[O:21])([C:25]([O:27][CH2:28][CH3:29])=[O:26])[CH2:16][CH:15]2[CH:30]1[C:39]2[C:34](=[CH:35][C:36]([O:42][CH3:43])=[C:37]([O:40][CH3:41])[CH:38]=2)[CH2:33][CH2:32][N:31]1[CH2:44][CH3:45])=[O:48])[C:51]1[CH:56]=[CH:55][CH:54]=[CH:53][CH:52]=1. (9) Given the reactants [NH:1]1[C:6]2([CH2:11][CH2:10][N:9]([C:12]([C:14]3[CH:19]=[CH:18][C:17]([C:20]4[CH:21]=[CH:22][C:23]5[N:24]([C:26]([C:29]6[CH:36]=[CH:35][C:32]([C:33]#[N:34])=[CH:31][CH:30]=6)=[CH:27][N:28]=5)[CH:25]=4)=[CH:16][CH:15]=3)=[O:13])[CH2:8][CH2:7]2)[CH2:5][CH2:4][CH2:3][CH2:2]1.[CH2:37]=O.[BH4-].[Na+], predict the reaction product. The product is: [CH3:37][N:1]1[C:6]2([CH2:7][CH2:8][N:9]([C:12]([C:14]3[CH:15]=[CH:16][C:17]([C:20]4[CH:21]=[CH:22][C:23]5[N:24]([C:26]([C:29]6[CH:30]=[CH:31][C:32]([C:33]#[N:34])=[CH:35][CH:36]=6)=[CH:27][N:28]=5)[CH:25]=4)=[CH:18][CH:19]=3)=[O:13])[CH2:10][CH2:11]2)[CH2:5][CH2:4][CH2:3][CH2:2]1. (10) Given the reactants [CH3:1][C:2]1[O:3][C:4]([C:7]2[CH:12]=[CH:11][C:10]([N+:13]([O-])=O)=[CH:9][CH:8]=2)=[N:5][N:6]=1, predict the reaction product. The product is: [CH3:1][C:2]1[O:3][C:4]([C:7]2[CH:12]=[CH:11][C:10]([NH2:13])=[CH:9][CH:8]=2)=[N:5][N:6]=1.